Dataset: Forward reaction prediction with 1.9M reactions from USPTO patents (1976-2016). Task: Predict the product of the given reaction. (1) The product is: [C:3]([C:2]([C:6]1[CH:11]=[C:10]([CH:9]=[CH:8][N:7]=1)[C:12]([OH:13])=[O:19])([CH3:1])[CH3:5])#[N:4]. Given the reactants [CH3:1][C:2]([C:6]1[CH:11]=[C:10]([CH3:12])[CH:9]=[CH:8][N:7]=1)([CH3:5])[C:3]#[N:4].[O-:13][Mn](=O)(=O)=O.[K+].[OH2:19], predict the reaction product. (2) Given the reactants [Cl:1][CH2:2][C:3]([NH2:5])=[O:4].C(Cl)(=O)[C:7](Cl)=[O:8].[C:12]([OH:16])([CH3:15])([CH3:14])[CH3:13].ClCCCl.C(=O)([O-])O.[Na+], predict the reaction product. The product is: [Cl:1][CH2:2][C:3]([NH:5][C:7](=[O:8])[O:16][C:12]([CH3:15])([CH3:14])[CH3:13])=[O:4]. (3) Given the reactants [CH2:1]([O:3][C:4]([C:6]1([C:9]2[CH:14]=[CH:13][C:12]([C:15]3[CH:20]=[CH:19][C:18]([C:21]4[O:25][N:24]=[C:23]([CH3:26])[C:22]=4/[CH:27]=[CH:28]/[C:29]([O:31][CH3:32])=[O:30])=[CH:17][CH:16]=3)=[CH:11][CH:10]=2)[CH2:8][CH2:7]1)=[O:5])[CH3:2].CCO, predict the reaction product. The product is: [CH2:1]([O:3][C:4]([C:6]1([C:9]2[CH:10]=[CH:11][C:12]([C:15]3[CH:20]=[CH:19][C:18]([C:21]4[O:25][N:24]=[C:23]([CH3:26])[C:22]=4[CH2:27][CH2:28][C:29]([O:31][CH3:32])=[O:30])=[CH:17][CH:16]=3)=[CH:13][CH:14]=2)[CH2:8][CH2:7]1)=[O:5])[CH3:2].